The task is: Predict the reaction yield, written as a fraction of the theoretical maximum amount of product (1.0 means a 100% yield; for example, 0.34 means a 34% yield).. This data is from Reaction yield outcomes from USPTO patents with 853,638 reactions. (1) The yield is 0.630. The product is [OH2:15].[ClH:41].[C:16]([C:13]1[CH:12]=[C:11]([C:20]2[O:21][C:22]([CH3:36])=[C:23]([CH2:25][CH2:26][O:27][C:28]3[CH:29]=[CH:30][C:31]([CH3:34])=[CH:32][C:33]=3[CH2:1][NH:2][CH2:3][CH3:4])[N:24]=2)[CH:10]=[C:9]([C:5]([CH3:6])([CH3:8])[CH3:7])[C:14]=1[OH:15])([CH3:18])([CH3:19])[CH3:17]. The catalyst is C(O)C. The reactants are [CH3:1][NH:2][CH2:3][CH3:4].[C:5]([C:9]1[CH:10]=[C:11]([C:20]2[O:21][C:22]([CH3:36])=[C:23]([CH2:25][CH2:26][O:27][C:28]3[CH:33]=[CH:32][C:31]([CH:34]=O)=[CH:30][CH:29]=3)[N:24]=2)[CH:12]=[C:13]([C:16]([CH3:19])([CH3:18])[CH3:17])[C:14]=1[OH:15])([CH3:8])([CH3:7])[CH3:6].[BH4-].[Na+].N.C(Cl)[Cl:41]. (2) The reactants are [NH2:1][C:2]1[CH:3]=[N:4][CH:5]=[CH:6][CH:7]=1.[C:8]([N:15]1[CH2:20][CH2:19][C:18](=O)[CH2:17][CH2:16]1)([O:10][C:11]([CH3:14])([CH3:13])[CH3:12])=[O:9]. No catalyst specified. The product is [C:11]([O:10][C:8]([N:15]1[CH2:20][CH2:19][CH:18]([NH:1][C:2]2[CH:3]=[N:4][CH:5]=[CH:6][CH:7]=2)[CH2:17][CH2:16]1)=[O:9])([CH3:14])([CH3:12])[CH3:13]. The yield is 0.920. (3) The reactants are F[C:2]1[CH:7]=[C:6]([C:8]2[C:9]([C:17]3[N:18]=[C:19]([CH3:22])[S:20][CH:21]=3)=[N:10][N:11]3[CH:16]=[CH:15][CH:14]=[CH:13][C:12]=23)[CH:5]=[CH:4][N:3]=1.C(=O)([O-])[O-].[K+].[K+].[CH:29]1([NH2:34])[CH2:33][CH2:32][CH2:31][CH2:30]1. The catalyst is C(OCC)(=O)C. The product is [CH:29]1([NH:34][C:2]2[CH:7]=[C:6]([C:8]3[C:9]([C:17]4[N:18]=[C:19]([CH3:22])[S:20][CH:21]=4)=[N:10][N:11]4[CH:16]=[CH:15][CH:14]=[CH:13][C:12]=34)[CH:5]=[CH:4][N:3]=2)[CH2:33][CH2:32][CH2:31][CH2:30]1. The yield is 1.00.